Dataset: NCI-60 drug combinations with 297,098 pairs across 59 cell lines. Task: Regression. Given two drug SMILES strings and cell line genomic features, predict the synergy score measuring deviation from expected non-interaction effect. (1) Drug 1: CNC(=O)C1=NC=CC(=C1)OC2=CC=C(C=C2)NC(=O)NC3=CC(=C(C=C3)Cl)C(F)(F)F. Drug 2: N.N.Cl[Pt+2]Cl. Cell line: 786-0. Synergy scores: CSS=61.6, Synergy_ZIP=0.0265, Synergy_Bliss=-0.109, Synergy_Loewe=-24.8, Synergy_HSA=-1.30. (2) Drug 1: CC1=C(C(=CC=C1)Cl)NC(=O)C2=CN=C(S2)NC3=CC(=NC(=N3)C)N4CCN(CC4)CCO. Drug 2: C1C(C(OC1N2C=NC3=C2NC=NCC3O)CO)O. Cell line: UO-31. Synergy scores: CSS=1.33, Synergy_ZIP=-1.62, Synergy_Bliss=-1.97, Synergy_Loewe=-9.10, Synergy_HSA=-2.92. (3) Drug 1: CN(CC1=CN=C2C(=N1)C(=NC(=N2)N)N)C3=CC=C(C=C3)C(=O)NC(CCC(=O)O)C(=O)O. Drug 2: C1CN1P(=S)(N2CC2)N3CC3. Cell line: A549. Synergy scores: CSS=65.2, Synergy_ZIP=-3.97, Synergy_Bliss=-2.69, Synergy_Loewe=-6.73, Synergy_HSA=-5.95. (4) Drug 1: CNC(=O)C1=NC=CC(=C1)OC2=CC=C(C=C2)NC(=O)NC3=CC(=C(C=C3)Cl)C(F)(F)F. Drug 2: CN(C(=O)NC(C=O)C(C(C(CO)O)O)O)N=O. Cell line: IGROV1. Synergy scores: CSS=0.654, Synergy_ZIP=0.674, Synergy_Bliss=0.893, Synergy_Loewe=0.422, Synergy_HSA=-0.595.